Dataset: Full USPTO retrosynthesis dataset with 1.9M reactions from patents (1976-2016). Task: Predict the reactants needed to synthesize the given product. (1) Given the product [Cl:1][C:2]1[CH:3]=[CH:4][C:5]2[N:11]3[C:12]([CH:15]=[O:46])=[CH:13][CH:14]=[C:10]3[C@@H:9]([CH2:17][CH2:18][C:19]([N:21]3[CH2:22][CH2:23][CH:24]([CH2:27][C:28]([O:30][CH2:31][CH3:32])=[O:29])[CH2:25][CH2:26]3)=[O:20])[O:8][C@H:7]([C:33]3[CH:38]=[CH:37][CH:36]=[C:35]([O:39][CH3:40])[C:34]=3[O:41][CH3:42])[C:6]=2[CH:43]=1, predict the reactants needed to synthesize it. The reactants are: [Cl:1][C:2]1[CH:3]=[CH:4][C:5]2[N:11]3[C:12]([C:15]#N)=[CH:13][CH:14]=[C:10]3[CH:9]([CH2:17][CH2:18][C:19]([N:21]3[CH2:26][CH2:25][CH:24]([CH2:27][C:28]([O:30][CH2:31][CH3:32])=[O:29])[CH2:23][CH2:22]3)=[O:20])[O:8][CH:7]([C:33]3[CH:38]=[CH:37][CH:36]=[C:35]([O:39][CH3:40])[C:34]=3[O:41][CH3:42])[C:6]=2[CH:43]=1.C(O)(=[O:46])C. (2) Given the product [Cl:3][C:4]1[CH:16]=[CH:15][C:7]([CH:8]([OH:9])[CH:10]2[CH2:12][CH:11]2[C:13]#[N:14])=[C:6]([F:17])[CH:5]=1, predict the reactants needed to synthesize it. The reactants are: [BH4-].[Na+].[Cl:3][C:4]1[CH:16]=[CH:15][C:7]([C:8]([CH:10]2[CH2:12][CH:11]2[C:13]#[N:14])=[O:9])=[C:6]([F:17])[CH:5]=1.[Cl-].[NH4+].C(OCC)C. (3) Given the product [CH3:13][S:14]([O:12][CH2:11][CH2:10][CH2:9][NH:8][C:1]([O:3][C:4]([CH3:5])([CH3:6])[CH3:7])=[O:2])(=[O:16])=[O:15], predict the reactants needed to synthesize it. The reactants are: [C:1]([NH:8][CH2:9][CH2:10][CH2:11][OH:12])([O:3][C:4]([CH3:7])([CH3:6])[CH3:5])=[O:2].[CH3:13][S:14](Cl)(=[O:16])=[O:15]. (4) Given the product [CH3:1][O:2][C:3]1[CH:12]=[CH:11][C:10]([OH:13])=[CH:9][C:4]=1[C:5]([OH:7])=[O:6], predict the reactants needed to synthesize it. The reactants are: [CH3:1][O:2][C:3]1[CH:12]=[CH:11][C:10]([OH:13])=[CH:9][C:4]=1[C:5]([O:7]C)=[O:6].[OH-].[Na+].Cl. (5) Given the product [NH2:8][C:7]1[CH:6]=[C:5]([C:9]([CH3:12])([CH3:11])[CH3:10])[Se:1][C:14]=1[C:15]([O:17][CH2:18][CH3:19])=[O:16], predict the reactants needed to synthesize it. The reactants are: [Se-2:1].[Na+].[Na+].Cl[C:5]([C:9]([CH3:12])([CH3:11])[CH3:10])=[CH:6][C:7]#[N:8].Cl[CH2:14][C:15]([O:17][CH2:18][CH3:19])=[O:16].C[O-].[Na+]. (6) Given the product [Cl:1][C:2]1[C:7]([O:8][CH2:9][C:10]([O:12][C:13]([CH3:14])([CH3:15])[CH3:16])=[O:11])=[CH:6][CH:5]=[C:4]([S:23]([CH3:22])(=[O:25])=[O:24])[N:3]=1, predict the reactants needed to synthesize it. The reactants are: [Cl:1][C:2]1[C:7]([O:8][CH2:9][C:10]([O:12][C:13]([CH3:16])([CH3:15])[CH3:14])=[O:11])=[CH:6][CH:5]=[C:4](NS(C)(=O)=O)[N:3]=1.[CH3:22][S:23]([O-:25])=[O:24].[Na+]. (7) The reactants are: [OH:1][C:2]1[CH:11]=[CH:10][C:9]([N+:12]([O-])=O)=[CH:8][C:3]=1[C:4]([O:6][CH3:7])=[O:5].[CH3:15]O. Given the product [NH2:12][C:9]1[CH:10]=[CH:11][C:2]([O:1][CH3:15])=[C:3]([CH:8]=1)[C:4]([O:6][CH3:7])=[O:5], predict the reactants needed to synthesize it. (8) Given the product [CH3:13][C:12]([CH3:15])([CH3:14])[C@H:16]([OH:17])[CH2:20][N:1]1[CH:5]=[CH:4][C:3]([C:6]2[CH:7]=[N:8][CH:9]=[CH:10][CH:11]=2)=[N:2]1, predict the reactants needed to synthesize it. The reactants are: [NH:1]1[CH:5]=[CH:4][C:3]([C:6]2[CH:7]=[N:8][CH:9]=[CH:10][CH:11]=2)=[N:2]1.[C:12]([C@H:16]1[CH2:20]OS(=O)(=O)[O:17]1)([CH3:15])([CH3:14])[CH3:13].C(Cl)(=O)C.C(=O)(O)[O-].[Na+].